This data is from Full USPTO retrosynthesis dataset with 1.9M reactions from patents (1976-2016). The task is: Predict the reactants needed to synthesize the given product. (1) Given the product [N:1]1([C:2]2[CH:3]=[C:4]3[C:8](=[CH:9][CH:10]=2)[CH2:7][CH:6]([C:11]([O:13][CH2:14][CH3:15])=[O:12])[CH2:5]3)[CH:16]=[N:28][N:27]=[N:26]1, predict the reactants needed to synthesize it. The reactants are: [NH2:1][C:2]1[CH:3]=[C:4]2[C:8](=[CH:9][CH:10]=1)[CH2:7][CH:6]([C:11]([O:13][CH2:14][CH3:15])=[O:12])[CH2:5]2.[CH:16](OCC)(OCC)OCC.[N-:26]=[N+:27]=[N-:28].[Na+]. (2) Given the product [C:55]([O:59][C:60]([N:62]1[CH2:67][CH2:66][O:65][CH2:64][C@@H:63]1[CH2:68][O:69][C:53](=[O:38])[NH:50][C:25]1[C:24]([CH3:30])=[C:23]2[N:22]([CH:26]=1)[N:21]=[CH:20][N:19]=[C:18]2[NH:17][C:4]1[CH:5]=[CH:6][C:7]([O:8][CH2:9][C:10]2[CH:15]=[CH:14][CH:13]=[C:12]([F:16])[CH:11]=2)=[C:2]([Cl:1])[CH:3]=1)=[O:61])([CH3:58])([CH3:57])[CH3:56], predict the reactants needed to synthesize it. The reactants are: [Cl:1][C:2]1[CH:3]=[C:4]([NH:17][C:18]2[C:23]3=[C:24]([CH3:30])[C:25](C(O)=O)=[CH:26][N:22]3[N:21]=[CH:20][N:19]=2)[CH:5]=[CH:6][C:7]=1[O:8][CH2:9][C:10]1[CH:15]=[CH:14][CH:13]=[C:12]([F:16])[CH:11]=1.C1C=CC(P(N=[N+]=[N-])(C2C=CC=CC=2)=[O:38])=CC=1.CC[N:50]([CH2:53]C)CC.[C:55]([O:59][C:60]([N:62]1[CH2:67][CH2:66][O:65][CH2:64][C@@H:63]1[CH2:68][OH:69])=[O:61])([CH3:58])([CH3:57])[CH3:56]. (3) Given the product [NH2:1][CH2:4][CH2:5][O:6][CH2:7][CH2:8][O:9][CH2:10][CH2:11][O:12][CH2:13][CH2:14][P:15](=[O:22])([O:16][CH2:17][CH3:18])[O:19][CH2:20][CH3:21], predict the reactants needed to synthesize it. The reactants are: [N:1]([CH2:4][CH2:5][O:6][CH2:7][CH2:8][O:9][CH2:10][CH2:11][O:12][CH2:13][CH2:14][P:15](=[O:22])([O:19][CH2:20][CH3:21])[O:16][CH2:17][CH3:18])=[N+]=[N-]. (4) Given the product [N:1]1([C:7]([N:9]2[CH2:10][CH:11]([C:26]3[O:27][N:32]=[C:31]([C:33]4[CH:38]=[CH:37][CH:36]=[C:35]([C:39]([F:40])([F:41])[F:42])[CH:34]=4)[N:30]=3)[CH2:12][CH:13]([C:15]3[CH:16]=[CH:17][C:18]([O:21][C:22]([F:23])([F:24])[F:25])=[CH:19][CH:20]=3)[CH2:14]2)=[O:8])[CH2:2][CH2:3][O:4][CH2:5][CH2:6]1, predict the reactants needed to synthesize it. The reactants are: [N:1]1([C:7]([N:9]2[CH2:14][CH:13]([C:15]3[CH:20]=[CH:19][C:18]([O:21][C:22]([F:25])([F:24])[F:23])=[CH:17][CH:16]=3)[CH2:12][CH:11]([C:26](O)=[O:27])[CH2:10]2)=[O:8])[CH2:6][CH2:5][O:4][CH2:3][CH2:2]1.O[N:30]=[C:31]([C:33]1[CH:38]=[CH:37][CH:36]=[C:35]([C:39]([F:42])([F:41])[F:40])[CH:34]=1)[NH2:32]. (5) The reactants are: Br[C:2]1[CH:3]=[C:4]2[C:9](=[CH:10][CH:11]=1)[N:8]1[C:12]([CH:15]3[CH2:20][CH2:19][CH2:18][CH2:17][CH2:16]3)=[N:13][CH:14]=[C:7]1[C:6](=[O:21])[NH:5]2.[NH:22]1[CH:26]=[CH:25][CH:24]=[N:23]1.C(=O)([O-])[O-].[K+].[K+].CN(C)C=O. Given the product [CH:15]1([C:12]2[N:8]3[C:9]4[C:4]([NH:5][C:6](=[O:21])[C:7]3=[CH:14][N:13]=2)=[CH:3][C:2]([N:22]2[CH:26]=[CH:25][CH:24]=[N:23]2)=[CH:11][CH:10]=4)[CH2:20][CH2:19][CH2:18][CH2:17][CH2:16]1, predict the reactants needed to synthesize it. (6) Given the product [CH:16]1([C@H:14]([NH:13][C:11]2[N:12]=[C:7]([NH:6][C@@H:4]([CH:1]3[CH2:2][CH2:3]3)[CH3:5])[N:8]=[C:9]([C:19]3[N:24]=[C:23]([C:25]([NH2:34])=[O:27])[CH:22]=[CH:21][CH:20]=3)[N:10]=2)[CH3:15])[CH2:18][CH2:17]1, predict the reactants needed to synthesize it. The reactants are: [CH:1]1([C@H:4]([NH:6][C:7]2[N:12]=[C:11]([NH:13][C@@H:14]([CH:16]3[CH2:18][CH2:17]3)[CH3:15])[N:10]=[C:9]([C:19]3[N:24]=[C:23]([C:25]([OH:27])=O)[CH:22]=[CH:21][CH:20]=3)[N:8]=2)[CH3:5])[CH2:3][CH2:2]1.C(Cl)(=O)C(Cl)=O.[NH3:34]. (7) Given the product [CH2:21]1[C:22]2[C:17](=[CH:16][CH:15]=[CH:14][CH:23]=2)[CH2:18][CH2:19][CH:20]1[C:24]([NH2:26])=[O:25], predict the reactants needed to synthesize it. The reactants are: C1(C(NC2C=C(O[C:14]3[CH:23]=[C:22]4[C:17]([CH2:18][CH2:19][CH:20]([C:24]([NH2:26])=[O:25])[CH2:21]4)=[CH:16][CH:15]=3)C=CN=2)=O)CC1.[F-].C([N+](CCCC)(CCCC)CCCC)CCC.O. (8) Given the product [CH3:8][C:4]1[CH:3]=[C:2]([C:14]2[CH:15]=[CH:16][C:11]([CH2:10][OH:9])=[CH:12][CH:13]=2)[CH:7]=[CH:6][CH:5]=1, predict the reactants needed to synthesize it. The reactants are: Br[C:2]1[CH:3]=[C:4]([CH3:8])[CH:5]=[CH:6][CH:7]=1.[OH:9][CH2:10][C:11]1[CH:16]=[CH:15][C:14](B(O)O)=[CH:13][CH:12]=1.C(=O)([O-])[O-].[Na+].[Na+]. (9) Given the product [CH3:1][O:2][C:3]([C:5]1[S:6][C:7]([C:11]#[C:12][C:13]([CH3:16])([CH3:15])[CH3:14])=[CH:8][C:9]=1[N:34]1[C@H:29]([CH:23]2[CH2:28][CH2:27][CH2:26][CH2:25][CH2:24]2)[CH2:30][O:31][C@@:32]([CH2:37][CH2:38][CH2:39][OH:40])([CH3:36])[C:33]1=[O:35])=[O:4], predict the reactants needed to synthesize it. The reactants are: [CH3:1][O:2][C:3]([C:5]1[S:6][C:7]([C:11]#[C:12][C:13]([CH3:16])([CH3:15])[CH3:14])=[CH:8][C:9]=1Br)=[O:4].C([O-])([O-])=O.[K+].[K+].[CH:23]1([CH:29]2[NH:34][C:33](=[O:35])[C@:32]([CH2:37][CH2:38][CH2:39][OH:40])([CH3:36])[O:31][CH2:30]2)[CH2:28][CH2:27][CH2:26][CH2:25][CH2:24]1.